This data is from NCI-60 drug combinations with 297,098 pairs across 59 cell lines. The task is: Regression. Given two drug SMILES strings and cell line genomic features, predict the synergy score measuring deviation from expected non-interaction effect. (1) Cell line: HOP-92. Drug 2: CC12CCC3C(C1CCC2=O)CC(=C)C4=CC(=O)C=CC34C. Synergy scores: CSS=55.0, Synergy_ZIP=2.81, Synergy_Bliss=3.57, Synergy_Loewe=3.43, Synergy_HSA=3.38. Drug 1: CS(=O)(=O)C1=CC(=C(C=C1)C(=O)NC2=CC(=C(C=C2)Cl)C3=CC=CC=N3)Cl. (2) Synergy scores: CSS=4.38, Synergy_ZIP=0.399, Synergy_Bliss=3.04, Synergy_Loewe=-1.21, Synergy_HSA=2.05. Drug 1: CC=C1C(=O)NC(C(=O)OC2CC(=O)NC(C(=O)NC(CSSCCC=C2)C(=O)N1)C(C)C)C(C)C. Cell line: 786-0. Drug 2: CCC1(CC2CC(C3=C(CCN(C2)C1)C4=CC=CC=C4N3)(C5=C(C=C6C(=C5)C78CCN9C7C(C=CC9)(C(C(C8N6C)(C(=O)OC)O)OC(=O)C)CC)OC)C(=O)OC)O.OS(=O)(=O)O.